Dataset: Catalyst prediction with 721,799 reactions and 888 catalyst types from USPTO. Task: Predict which catalyst facilitates the given reaction. (1) Reactant: Cl[C:2]1[CH:7]=[C:6]([O:8][C:9]2[CH:10]=[CH:11][C:12]([NH:16][C:17]([NH:19][C:20](=[O:25])[C:21]([CH3:24])([CH3:23])[CH3:22])=[O:18])=[N:13][C:14]=2[CH3:15])[CH:5]=[CH:4][N:3]=1. Product: [CH3:15][C:14]1[N:13]=[C:12]([NH:16][C:17]([NH:19][C:20](=[O:25])[C:21]([CH3:24])([CH3:23])[CH3:22])=[O:18])[CH:11]=[CH:10][C:9]=1[O:8][C:6]1[CH:5]=[CH:4][N:3]=[C:2]([C:11]2[CH:12]=[N:13][C:14]([CH3:15])=[CH:9][CH:10]=2)[CH:7]=1. The catalyst class is: 73. (2) Reactant: [F:1][C:2]([F:15])([F:14])[C:3]1[CH:8]=[CH:7][CH:6]=[CH:5][C:4]=1[NH:9][CH2:10][C:11]([OH:13])=[O:12].O1CCOCC1.[C:22](O[C:22]([O:24][C:25]([CH3:28])([CH3:27])[CH3:26])=[O:23])([O:24][C:25]([CH3:28])([CH3:27])[CH3:26])=[O:23].Cl. Product: [C:25]([O:24][C:22]([N:9]([C:4]1[CH:5]=[CH:6][CH:7]=[CH:8][C:3]=1[C:2]([F:14])([F:15])[F:1])[CH2:10][C:11]([OH:13])=[O:12])=[O:23])([CH3:28])([CH3:27])[CH3:26]. The catalyst class is: 662.